Dataset: Catalyst prediction with 721,799 reactions and 888 catalyst types from USPTO. Task: Predict which catalyst facilitates the given reaction. (1) Reactant: [O:1]1[CH2:6][CH2:5][CH:4]([CH2:7][OH:8])[CH2:3][CH2:2]1.Cl[C:10]1[CH:11]=[CH:12][C:13]2[N:14]([C:16]([C:19]3[CH:24]=[CH:23][CH:22]=[C:21]([O:25][C:26]([F:29])([F:28])[F:27])[CH:20]=3)=[CH:17][N:18]=2)[N:15]=1.CC([O-])(C)C.[K+]. Product: [O:1]1[CH2:6][CH2:5][CH:4]([CH2:7][O:8][C:10]2[CH:11]=[CH:12][C:13]3[N:14]([C:16]([C:19]4[CH:24]=[CH:23][CH:22]=[C:21]([O:25][C:26]([F:27])([F:29])[F:28])[CH:20]=4)=[CH:17][N:18]=3)[N:15]=2)[CH2:3][CH2:2]1. The catalyst class is: 12. (2) The catalyst class is: 2. Reactant: [C:1]([NH:4][C:5]1[CH:10]=[CH:9][C:8]([N:11]2[CH2:20][CH2:19][C:18]3[C:13](=[CH:14][CH:15]=[C:16]([O:21]C)[CH:17]=3)[CH:12]2[CH2:23][C:24]2[CH:29]=[CH:28][C:27]([OH:30])=[CH:26][CH:25]=2)=[CH:7][CH:6]=1)(=[O:3])[CH3:2].B(Br)(Br)Br. Product: [C:1]([NH:4][C:5]1[CH:6]=[CH:7][C:8]([N:11]2[CH2:20][CH2:19][C:18]3[C:13](=[CH:14][CH:15]=[C:16]([OH:21])[CH:17]=3)[CH:12]2[CH2:23][C:24]2[CH:25]=[CH:26][C:27]([OH:30])=[CH:28][CH:29]=2)=[CH:9][CH:10]=1)(=[O:3])[CH3:2]. (3) Reactant: [CH:1]([C:3]1[CH:10]=[CH:9][C:6]([CH2:7][Cl:8])=[CH:5][CH:4]=1)=[CH2:2].[N:11]([CH2:18][CH2:19][OH:20])([CH2:15][CH2:16][OH:17])[CH2:12][CH2:13][OH:14]. The catalyst class is: 23. Product: [Cl-:8].[OH:14][CH2:13][CH2:12][N+:11]([CH2:18][CH2:19][OH:20])([CH2:15][CH2:16][OH:17])[CH2:7][C:6]1[CH:9]=[CH:10][C:3]([CH:1]=[CH2:2])=[CH:4][CH:5]=1. (4) Reactant: [CH3:1][C:2]1[N:7]=[CH:6][C:5]([C:8]2[CH:9]=[N:10][N:11]([CH:13]3[CH2:18][CH2:17][N:16]([C:19]([O:21][C:22]([CH3:25])([CH3:24])[CH3:23])=[O:20])[CH2:15][CH2:14]3)[CH:12]=2)=[CH:4][C:3]=1[N+:26]([O-:28])=[O:27]. Product: [CH3:15][N:16]([CH3:19])/[CH:17]=[CH:1]/[C:2]1[N:7]=[CH:6][C:5]([C:8]2[CH:9]=[N:10][N:11]([CH:13]3[CH2:18][CH2:17][N:16]([C:19]([O:21][C:22]([CH3:25])([CH3:23])[CH3:24])=[O:20])[CH2:15][CH2:14]3)[CH:12]=2)=[CH:4][C:3]=1[N+:26]([O-:28])=[O:27]. The catalyst class is: 3. (5) Reactant: [F:1][C:2]1[C:7]([OH:8])=[CH:6][CH:5]=[C:4]([F:9])[C:3]=1[NH:10][C:11](=O)[C:12]1[C:17]([F:18])=[CH:16][CH:15]=[C:14]([C:19]2[CH:24]=[CH:23][CH:22]=[C:21]([F:25])[CH:20]=2)[C:13]=1[F:26]. Product: [F:26][C:13]1[C:14]([C:19]2[CH:24]=[CH:23][CH:22]=[C:21]([F:25])[CH:20]=2)=[CH:15][CH:16]=[C:17]([F:18])[C:12]=1[CH2:11][NH:10][C:3]1[C:2]([F:1])=[C:7]([OH:8])[CH:6]=[CH:5][C:4]=1[F:9]. The catalyst class is: 1. (6) Reactant: Br[C:2]1[CH:3]=[C:4]([C:7]([O:9][CH3:10])=[O:8])[S:5][CH:6]=1.[N+:11]([C:14]1[CH:19]=[CH:18][C:17](B(O)O)=[CH:16][CH:15]=1)([O-:13])=[O:12].P([O-])([O-])([O-])=O.[K+].[K+].[K+]. Product: [N+:11]([C:14]1[CH:19]=[CH:18][C:17]([C:2]2[CH:3]=[C:4]([C:7]([O:9][CH3:10])=[O:8])[S:5][CH:6]=2)=[CH:16][CH:15]=1)([O-:13])=[O:12]. The catalyst class is: 57.